From a dataset of Retrosynthesis with 50K atom-mapped reactions and 10 reaction types from USPTO. Predict the reactants needed to synthesize the given product. (1) Given the product O=C(c1cc(Cl)nc(Cl)c1)N1CCOc2ccncc21, predict the reactants needed to synthesize it. The reactants are: O=C(O)c1cc(Cl)nc(Cl)c1.c1cc2c(cn1)NCCO2. (2) Given the product O=[N+]([O-])c1ccc(Cn2ccc(C(F)(F)F)n2)cc1OCc1ccccc1, predict the reactants needed to synthesize it. The reactants are: FC(F)(F)c1cc[nH]n1.O=[N+]([O-])c1ccc(CBr)cc1OCc1ccccc1.